This data is from Catalyst prediction with 721,799 reactions and 888 catalyst types from USPTO. The task is: Predict which catalyst facilitates the given reaction. (1) Reactant: [F:1][C:2]([F:20])([F:19])[C:3]1[CH:8]=[CH:7][C:6]([C@@H:9]2[C:18]3[C:13](=[CH:14][CH:15]=[CH:16][CH:17]=3)[CH2:12][CH2:11][NH:10]2)=[CH:5][CH:4]=1.C(N(C(C)C)C(C)C)C.[N:30]([CH:33]1[CH2:37][CH2:36][CH2:35][CH2:34]1)=[C:31]=[O:32]. Product: [CH:33]1([NH:30][C:31]([N:10]2[CH2:11][CH2:12][C:13]3[C:18](=[CH:17][CH:16]=[CH:15][CH:14]=3)[C@H:9]2[C:6]2[CH:5]=[CH:4][C:3]([C:2]([F:1])([F:19])[F:20])=[CH:8][CH:7]=2)=[O:32])[CH2:37][CH2:36][CH2:35][CH2:34]1. The catalyst class is: 2. (2) Reactant: [CH3:1][C:2]1([C:7]2([C:10]3[CH:15]=[CH:14][C:13]([C@@:16]4([CH2:22][OH:23])[O:20][C:19](=[O:21])[NH:18][CH2:17]4)=[CH:12][CH:11]=3)[CH2:9][CH2:8]2)[O:6][CH2:5][CH2:4][O:3]1.C(N(CC)CC)C.[C:31]1([S:37](Cl)(=[O:39])=[O:38])[CH:36]=[CH:35][CH:34]=[CH:33][CH:32]=1. Product: [CH3:1][C:2]1([C:7]2([C:10]3[CH:11]=[CH:12][C:13]([C@@:16]4([CH2:22][O:23][S:37]([C:31]5[CH:36]=[CH:35][CH:34]=[CH:33][CH:32]=5)(=[O:39])=[O:38])[O:20][C:19](=[O:21])[NH:18][CH2:17]4)=[CH:14][CH:15]=3)[CH2:9][CH2:8]2)[O:3][CH2:4][CH2:5][O:6]1. The catalyst class is: 7. (3) Reactant: [OH:1][C:2]1[CH:7]=[CH:6][C:5]([CH:8]([NH2:10])[CH3:9])=[CH:4][CH:3]=1.[CH:11]1[N:16]=[C:15](Cl)[C:14]2[N:18]=[CH:19][N:20]([C@@H:21]3[O:25][C@H:24]([CH2:26][OH:27])[C@@H:23]([OH:28])[C@H:22]3[OH:29])[C:13]=2[N:12]=1.C(N(CC)CC)C. Product: [OH:1][C:2]1[CH:7]=[CH:6][C:5]([CH:8]([NH:10][C:15]2[C:14]3[N:18]=[CH:19][N:20]([C:13]=3[N:12]=[CH:11][N:16]=2)[C@@H:21]2[O:25][C@H:24]([CH2:26][OH:27])[C@@H:23]([OH:28])[C@H:22]2[OH:29])[CH3:9])=[CH:4][CH:3]=1. The catalyst class is: 259. (4) Product: [C:1]([O:5][C:6](=[O:19])[N:7]([C@@H:8]([CH2:12][C:13]1[CH:18]=[CH:17][CH:16]=[CH:15][CH:14]=1)[CH2:9][C:10]#[N:11])[CH3:22])([CH3:4])([CH3:2])[CH3:3]. The catalyst class is: 49. Reactant: [C:1]([O:5][C:6](=[O:19])[NH:7][C@@H:8]([CH2:12][C:13]1[CH:18]=[CH:17][CH:16]=[CH:15][CH:14]=1)[CH2:9][C:10]#[N:11])([CH3:4])([CH3:3])[CH3:2].[H-].[Na+].[CH3:22]I. (5) Reactant: [C:1]([C:3]1[CH:4]=[C:5]([C:18]2[CH2:19][CH2:20][C@@H:21]([C:23]([O:25][CH3:26])=[O:24])[N:22]=2)[CH:6]=[CH:7][C:8]=1[O:9][CH2:10][C:11]1[CH:16]=[CH:15][CH:14]=[CH:13][C:12]=1[F:17])#[N:2]. The catalyst class is: 13. Product: [C:1]([C:3]1[CH:4]=[C:5]([C@@H:18]2[NH:22][C@H:21]([C:23]([O:25][CH3:26])=[O:24])[CH2:20][CH2:19]2)[CH:6]=[CH:7][C:8]=1[O:9][CH2:10][C:11]1[CH:16]=[CH:15][CH:14]=[CH:13][C:12]=1[F:17])#[N:2]. (6) The catalyst class is: 15. Product: [N:24]1[CH:25]=[CH:26][CH:27]=[CH:28][C:23]=1[C:21]([C:20]1[CH:16]=[N:17][N:18]2[C:5]([C:7]3[CH:12]=[CH:11][N:10]=[C:9]([OH:30])[CH:8]=3)=[CH:4][CH:3]=[N:2][C:14]=12)=[O:22].[N:24]1[CH:25]=[CH:26][CH:27]=[CH:28][C:23]=1[C:21]([C:20]1[CH:19]=[N:18][N:17]2[C:5]([C:7]3[CH:12]=[CH:11][N:10]=[C:9]([F:13])[CH:8]=3)=[CH:4][CH:3]=[N:15][C:16]=12)=[O:22]. Reactant: C[N:2]([CH3:14])[CH:3]=[CH:4][C:5]([C:7]1[CH:12]=[CH:11][N:10]=[C:9]([F:13])[CH:8]=1)=O.[NH2:15][C:16]1[C:20]([C:21]([C:23]2[CH:28]=[CH:27][CH:26]=[CH:25][N:24]=2)=[O:22])=[CH:19][NH:18][N:17]=1.C(=O)(O)[O-:30].[Na+].